This data is from Full USPTO retrosynthesis dataset with 1.9M reactions from patents (1976-2016). The task is: Predict the reactants needed to synthesize the given product. (1) Given the product [Br:10][C:11]1[CH:16]=[C:15]([O:17][CH:2]([F:9])[F:8])[CH:14]=[CH:13][N:12]=1, predict the reactants needed to synthesize it. The reactants are: Br[C:2]([F:9])([F:8])C(OCC)=O.[Br:10][C:11]1[CH:16]=[C:15]([OH:17])[CH:14]=[CH:13][N:12]=1.C(=O)([O-])[O-].[K+].[K+].CN(C)C=O. (2) Given the product [Br:1][C:2]1[CH:3]=[N:4][C:5]([C:8]2[CH:13]=[CH:12][C:11]([CH2:14][C@H:15]([NH:19][C:20](=[O:31])[C:21]3[CH:22]=[CH:23][C:24]([C:27]([CH3:28])([CH3:29])[CH3:30])=[CH:25][CH:26]=3)[C:16]([NH:32][C@@H:33]([C:35]([O:37][C:38]([CH3:41])([CH3:40])[CH3:39])=[O:36])[CH3:34])=[O:18])=[CH:10][CH:9]=2)=[N:6][CH:7]=1, predict the reactants needed to synthesize it. The reactants are: [Br:1][C:2]1[CH:3]=[N:4][C:5]([C:8]2[CH:13]=[CH:12][C:11]([CH2:14][C@H:15]([NH:19][C:20](=[O:31])[C:21]3[CH:26]=[CH:25][C:24]([C:27]([CH3:30])([CH3:29])[CH3:28])=[CH:23][CH:22]=3)[C:16]([OH:18])=O)=[CH:10][CH:9]=2)=[N:6][CH:7]=1.[NH2:32][C@@H:33]([C:35]([O:37][C:38]([CH3:41])([CH3:40])[CH3:39])=[O:36])[CH3:34].CCN(CC)CC.CN(C(ON1N=NC2C=CC=NC1=2)=[N+](C)C)C.F[P-](F)(F)(F)(F)F.